Dataset: Reaction yield outcomes from USPTO patents with 853,638 reactions. Task: Predict the reaction yield, written as a fraction of the theoretical maximum amount of product (1.0 means a 100% yield; for example, 0.34 means a 34% yield). (1) The reactants are [C:1]([CH2:3][C:4]1[CH:13]=[CH:12][C:7]([C:8]([O:10][CH3:11])=[O:9])=[CH:6][C:5]=1[F:14])#N.[C:15]1([CH:22]=[CH:21][CH:20]=[C:18]([OH:19])[CH:17]=1)[OH:16].Cl.C([O-])([O-])=[O:25].[Na+].[Na+]. The catalyst is B(F)(F)F.CCOCC.O. The product is [OH:16][C:15]1[CH:17]=[C:18]([OH:19])[CH:20]=[CH:21][C:22]=1[C:1](=[O:25])[CH2:3][C:4]1[CH:13]=[CH:12][C:7]([C:8]([O:10][CH3:11])=[O:9])=[CH:6][C:5]=1[F:14]. The yield is 0.480. (2) The reactants are Cl[C:2]1[CH:7]=[CH:6][C:5]([CH2:8][O:9][CH2:10][C:11]([F:14])([F:13])[F:12])=[CH:4][N:3]=1.[CH3:15][N:16](C=O)C. The catalyst is [C-]#N.[Zn+2].[C-]#N.C1C=CC([P]([Pd]([P](C2C=CC=CC=2)(C2C=CC=CC=2)C2C=CC=CC=2)([P](C2C=CC=CC=2)(C2C=CC=CC=2)C2C=CC=CC=2)[P](C2C=CC=CC=2)(C2C=CC=CC=2)C2C=CC=CC=2)(C2C=CC=CC=2)C2C=CC=CC=2)=CC=1. The product is [F:12][C:11]([F:14])([F:13])[CH2:10][O:9][CH2:8][C:5]1[CH:6]=[CH:7][C:2]([C:15]#[N:16])=[N:3][CH:4]=1. The yield is 0.500. (3) The reactants are [NH2:1][C:2]1[CH:3]=[C:4]2[C:8](=[CH:9][C:10]=1[NH2:11])[NH:7][C:6](=[O:12])[C:5]2([CH3:14])[CH3:13].[H-].[Na+].Br[CH2:18][CH2:19][O:20][CH3:21].O. The catalyst is CN(C)C=O. The product is [NH2:1][C:2]1[CH:3]=[C:4]2[C:8](=[CH:9][C:10]=1[NH2:11])[N:7]([CH2:18][CH2:19][O:20][CH3:21])[C:6](=[O:12])[C:5]2([CH3:14])[CH3:13]. The yield is 0.320. (4) The product is [OH:18][C:19]1[C:24]([CH3:25])=[C:23]([CH:22]=[CH:21][C:20]=1[C:27](=[O:32])[CH2:28][CH:29]([CH3:31])[CH3:30])[O:26][CH2:2][CH2:3][CH2:4][CH2:5][O:6][C:7]1[CH:16]=[C:15]2[C:10]([C:11](=[O:17])[CH2:12][CH2:13][O:14]2)=[CH:9][CH:8]=1. The reactants are Br[CH2:2][CH2:3][CH2:4][CH2:5][O:6][C:7]1[CH:16]=[C:15]2[C:10]([C:11](=[O:17])[CH2:12][CH2:13][O:14]2)=[CH:9][CH:8]=1.[OH:18][C:19]1[C:24]([CH3:25])=[C:23]([OH:26])[CH:22]=[CH:21][C:20]=1[C:27](=[O:32])[CH2:28][CH:29]([CH3:31])[CH3:30].C(=O)([O-])[O-].[Cs+].[Cs+]. The catalyst is CC(C)=O. The yield is 0.200. (5) The yield is 0.820. The catalyst is C(OCC)(=O)C. The reactants are [Cl-].O[NH3+:3].[C:4](=[O:7])([O-:6])O.[Na+].CS(C)=O.[C:13]([C:15]1[CH:20]=[CH:19][CH:18]=[CH:17][C:16]=1[C:21]1[CH:26]=[CH:25][C:24]([CH2:27][C:28]2[C:29](=[O:48])[N:30]([CH2:40][C:41]([O:43][C:44]([CH3:47])([CH3:46])[CH3:45])=[O:42])[C:31]3[N:32]([N:37]=[CH:38][N:39]=3)[C:33]=2[CH2:34][CH2:35][CH3:36])=[CH:23][CH:22]=1)#[N:14]. The product is [O:48]=[C:29]1[C:28]([CH2:27][C:24]2[CH:23]=[CH:22][C:21]([C:16]3[CH:17]=[CH:18][CH:19]=[CH:20][C:15]=3[C:13]3[NH:3][C:4](=[O:7])[O:6][N:14]=3)=[CH:26][CH:25]=2)=[C:33]([CH2:34][CH2:35][CH3:36])[N:32]2[N:37]=[CH:38][N:39]=[C:31]2[N:30]1[CH2:40][C:41]([O:43][C:44]([CH3:47])([CH3:46])[CH3:45])=[O:42].